The task is: Predict the reactants needed to synthesize the given product.. This data is from Full USPTO retrosynthesis dataset with 1.9M reactions from patents (1976-2016). (1) Given the product [CH2:1]([O:3][C:4]([C:6]1[CH:7]=[N:8][C:9]2[C:14]([C:15]=1[NH:29][CH2:28][CH2:27][CH2:26][C:20]1[CH:25]=[CH:24][CH:23]=[CH:22][CH:21]=1)=[CH:13][CH:12]=[CH:11][C:10]=2[NH2:17])=[O:5])[CH3:2], predict the reactants needed to synthesize it. The reactants are: [CH2:1]([O:3][C:4]([C:6]1[CH:7]=[N:8][C:9]2[C:14]([C:15]=1Cl)=[CH:13][CH:12]=[CH:11][C:10]=2[N+:17]([O-])=O)=[O:5])[CH3:2].[C:20]1([CH2:26][CH2:27][CH2:28][NH2:29])[CH:25]=[CH:24][CH:23]=[CH:22][CH:21]=1. (2) Given the product [F:41][C:38]1[CH:37]=[CH:36][C:35]([CH:28]([C:25]2[CH:26]=[CH:27][C:22]([F:21])=[CH:23][CH:24]=2)[N:29]2[CH2:30][CH2:31][N:32]([CH2:19][CH2:18][CH2:17][C:9]3[CH:10]=[C:11]([C:12]4[S:13][CH:14]=[CH:15][CH:16]=4)[N:7]([C:1]4[CH:6]=[CH:5][CH:4]=[CH:3][CH:2]=4)[N:8]=3)[CH2:33][CH2:34]2)=[CH:40][CH:39]=1, predict the reactants needed to synthesize it. The reactants are: [C:1]1([N:7]2[C:11]([C:12]3[S:13][CH:14]=[CH:15][CH:16]=3)=[CH:10][C:9]([CH2:17][CH2:18][CH:19]=O)=[N:8]2)[CH:6]=[CH:5][CH:4]=[CH:3][CH:2]=1.[F:21][C:22]1[CH:27]=[CH:26][C:25]([CH:28]([C:35]2[CH:40]=[CH:39][C:38]([F:41])=[CH:37][CH:36]=2)[N:29]2[CH2:34][CH2:33][NH:32][CH2:31][CH2:30]2)=[CH:24][CH:23]=1.CCN(C(C)C)C(C)C.[BH-](OC(C)=O)(OC(C)=O)OC(C)=O.[Na+].